This data is from Full USPTO retrosynthesis dataset with 1.9M reactions from patents (1976-2016). The task is: Predict the reactants needed to synthesize the given product. Given the product [OH:30][CH2:29][C:28]1[CH:27]=[C:26]([CH:33]=[CH:32][CH:31]=1)[O:1][C:2]1[CH:11]=[C:10]2[C:5]([CH:6]=[CH:7][C:8](=[O:12])[O:9]2)=[CH:4][CH:3]=1, predict the reactants needed to synthesize it. The reactants are: [OH:1][C:2]1[CH:11]=[C:10]2[C:5]([CH:6]=[CH:7][C:8](=[O:12])[O:9]2)=[CH:4][CH:3]=1.CC(C)([O-])C.[K+].C1C=CC=CC=1.I[C:26]1[CH:27]=[C:28]([CH:31]=[CH:32][CH:33]=1)[CH2:29][OH:30].